From a dataset of Forward reaction prediction with 1.9M reactions from USPTO patents (1976-2016). Predict the product of the given reaction. (1) Given the reactants [F:1][C:2]1[CH:7]=[CH:6][C:5]([C:8]2[N:13]=[C:12]([N:14]3[CH2:18][CH2:17][CH2:16][CH:15]3[CH3:19])[N:11]=[C:10]([N:20]3[CH2:25][CH2:24][N:23]([C:26]4[C:34]([CH3:35])=[CH:33][C:29]([C:30]([OH:32])=[O:31])=[CH:28][N:27]=4)[CH2:22][C@H:21]3[CH3:36])[CH:9]=2)=[CH:4][CH:3]=1.[CH3:37]O, predict the reaction product. The product is: [CH3:37][O:31][C:30](=[O:32])[C:29]1[CH:33]=[C:34]([CH3:35])[C:26]([N:23]2[CH2:24][CH2:25][N:20]([C:10]3[CH:9]=[C:8]([C:5]4[CH:4]=[CH:3][C:2]([F:1])=[CH:7][CH:6]=4)[N:13]=[C:12]([N:14]4[CH2:18][CH2:17][CH2:16][CH:15]4[CH3:19])[N:11]=3)[C@H:21]([CH3:36])[CH2:22]2)=[N:27][CH:28]=1. (2) Given the reactants [NH2:1][C:2]1[CH:22]=[CH:21][C:5]([O:6][C:7]2[CH:8]=[C:9]([CH2:13][C:14]([NH:16][C:17]([CH3:20])([CH3:19])[CH3:18])=[O:15])[CH:10]=[CH:11][CH:12]=2)=[C:4]([Cl:23])[CH:3]=1.C([O:32][CH2:33][CH2:34][N:35]1[C:43]2[C:42](Cl)=[N:41][CH:40]=[N:39][C:38]=2[CH:37]=[CH:36]1)(=O)C1C=CC=CC=1.C(O)(C)C.[OH-].[Na+], predict the reaction product. The product is: [C:17]([NH:16][C:14](=[O:15])[CH2:13][C:9]1[CH:10]=[CH:11][CH:12]=[C:7]([O:6][C:5]2[CH:21]=[CH:22][C:2]([NH:1][C:42]3[C:43]4[N:35]([CH2:34][CH2:33][OH:32])[CH:36]=[CH:37][C:38]=4[N:39]=[CH:40][N:41]=3)=[CH:3][C:4]=2[Cl:23])[CH:8]=1)([CH3:19])([CH3:20])[CH3:18].